Dataset: Catalyst prediction with 721,799 reactions and 888 catalyst types from USPTO. Task: Predict which catalyst facilitates the given reaction. (1) Reactant: [CH3:1][C:2]1[N:7]=[C:6]([CH2:8][CH:9]2[CH2:14][CH2:13][NH:12][CH2:11][CH2:10]2)[N:5]=[C:4]([NH:15][C:16]2[CH:20]=[CH:19][N:18]([CH2:21][O:22][CH2:23][CH2:24][Si:25]([CH3:28])([CH3:27])[CH3:26])[N:17]=2)[CH:3]=1.[Cl:29][C:30]1[C:31]([F:39])=[C:32]([CH:36]=[CH:37][CH:38]=1)[C:33](O)=[O:34].O.OC1C2N=NNC=2C=CC=1.Cl.CN(C)CCCN=C=NCC.C(=O)(O)[O-].[Na+]. Product: [Cl:29][C:30]1[C:31]([F:39])=[C:32]([CH:36]=[CH:37][CH:38]=1)[C:33]([N:12]1[CH2:11][CH2:10][CH:9]([CH2:8][C:6]2[N:5]=[C:4]([NH:15][C:16]3[CH:20]=[CH:19][N:18]([CH2:21][O:22][CH2:23][CH2:24][Si:25]([CH3:26])([CH3:28])[CH3:27])[N:17]=3)[CH:3]=[C:2]([CH3:1])[N:7]=2)[CH2:14][CH2:13]1)=[O:34]. The catalyst class is: 542. (2) Reactant: [CH3:1][C:2]1[N:3]=[C:4]([C:8]2[CH:9]=[CH:10][C:11]([N:14]([CH2:34][CH2:35][CH3:36])[CH2:15][CH2:16][CH2:17][O:18][C:19]3[CH:20]=[C:21]4[C:25](=[CH:26][CH:27]=3)[C@H:24]([CH2:28][C:29]([O:31]CC)=[O:30])[CH2:23][CH2:22]4)=[N:12][CH:13]=2)[S:5][C:6]=1[CH3:7].CO.O.[Li+].[OH-]. Product: [CH3:1][C:2]1[N:3]=[C:4]([C:8]2[CH:9]=[CH:10][C:11]([N:14]([CH2:34][CH2:35][CH3:36])[CH2:15][CH2:16][CH2:17][O:18][C:19]3[CH:20]=[C:21]4[C:25](=[CH:26][CH:27]=3)[C@H:24]([CH2:28][C:29]([OH:31])=[O:30])[CH2:23][CH2:22]4)=[N:12][CH:13]=2)[S:5][C:6]=1[CH3:7]. The catalyst class is: 1. (3) Product: [C:10]([O:14][C:15]([N:17]1[CH2:22][CH2:21][CH:20]([NH:23][C:6]2[CH:5]=[C:4]([CH3:9])[N:3]=[C:2]([Cl:1])[N:7]=2)[CH2:19][CH2:18]1)=[O:16])([CH3:13])([CH3:11])[CH3:12]. Reactant: [Cl:1][C:2]1[N:7]=[C:6](Cl)[CH:5]=[C:4]([CH3:9])[N:3]=1.[C:10]([O:14][C:15]([N:17]1[CH2:22][CH2:21][CH:20]([NH2:23])[CH2:19][CH2:18]1)=[O:16])([CH3:13])([CH3:12])[CH3:11].C(N(C(C)C)C(C)C)C. The catalyst class is: 10. (4) Reactant: [CH3:1][N:2]1[C:6]([C:7]2[CH:17]=[CH:16][C:10]3[O:11][CH2:12][C:13](=[O:15])[NH:14][C:9]=3[CH:8]=2)=[CH:5][C:4]([CH3:18])=[N:3]1.C1C(=O)N([Br:26])C(=O)C1. Product: [Br:26][C:5]1[C:4]([CH3:18])=[N:3][N:2]([CH3:1])[C:6]=1[C:7]1[CH:17]=[CH:16][C:10]2[O:11][CH2:12][C:13](=[O:15])[NH:14][C:9]=2[CH:8]=1. The catalyst class is: 18.